Dataset: NCI-60 drug combinations with 297,098 pairs across 59 cell lines. Task: Regression. Given two drug SMILES strings and cell line genomic features, predict the synergy score measuring deviation from expected non-interaction effect. Cell line: RPMI-8226. Drug 2: C1=NC2=C(N=C(N=C2N1C3C(C(C(O3)CO)O)O)F)N. Drug 1: CC1=C2C(C(=O)C3(C(CC4C(C3C(C(C2(C)C)(CC1OC(=O)C(C(C5=CC=CC=C5)NC(=O)OC(C)(C)C)O)O)OC(=O)C6=CC=CC=C6)(CO4)OC(=O)C)OC)C)OC. Synergy scores: CSS=67.6, Synergy_ZIP=3.01, Synergy_Bliss=2.38, Synergy_Loewe=-19.7, Synergy_HSA=3.06.